From a dataset of Catalyst prediction with 721,799 reactions and 888 catalyst types from USPTO. Predict which catalyst facilitates the given reaction. Reactant: Cl.[F:2][C:3]1[CH:4]=[C:5]([S:9][C:10]2[CH:11]=[C:12]3[C:17](=[CH:18][CH:19]=2)[C@H:16]([CH2:20][NH2:21])[CH2:15][CH2:14][CH2:13]3)[CH:6]=[CH:7][CH:8]=1.[NH2:22][C:23](N)=[O:24].Cl.O. Product: [F:2][C:3]1[CH:4]=[C:5]([S:9][C:10]2[CH:11]=[C:12]3[C:17](=[CH:18][CH:19]=2)[C@H:16]([CH2:20][NH:21][C:23]([NH2:22])=[O:24])[CH2:15][CH2:14][CH2:13]3)[CH:6]=[CH:7][CH:8]=1. The catalyst class is: 37.